Dataset: Reaction yield outcomes from USPTO patents with 853,638 reactions. Task: Predict the reaction yield, written as a fraction of the theoretical maximum amount of product (1.0 means a 100% yield; for example, 0.34 means a 34% yield). (1) The reactants are [F:1][C:2]1[CH:8]=[CH:7][C:6]([I:9])=[CH:5][C:3]=1[NH2:4].[N:10]([O-])=O.[Na+].[CH3:14][O:15][CH2:16][C:17](=[O:23])[CH2:18][C:19]([O:21][CH3:22])=[O:20].CC([O-])=O.[Na+]. The catalyst is Cl.O.CCO. The product is [F:1][C:2]1[CH:8]=[CH:7][C:6]([I:9])=[CH:5][C:3]=1[NH:4][N:10]=[C:18]([C:17](=[O:23])[CH2:16][O:15][CH3:14])[C:19]([O:21][CH3:22])=[O:20]. The yield is 0.870. (2) The reactants are [N:1]([C:4]1[CH:9]=[C:8]([NH:10][CH:11]2[CH2:13][CH2:12]2)[N:7]2[N:14]=[CH:15][C:16]([CH:17]=[O:18])=[C:6]2[N:5]=1)=[N+]=[N-]. The catalyst is [Pd].C(O)C. The product is [NH2:1][C:4]1[CH:9]=[C:8]([NH:10][CH:11]2[CH2:13][CH2:12]2)[N:7]2[N:14]=[CH:15][C:16]([CH:17]=[O:18])=[C:6]2[N:5]=1. The yield is 0.850.